From a dataset of Full USPTO retrosynthesis dataset with 1.9M reactions from patents (1976-2016). Predict the reactants needed to synthesize the given product. (1) The reactants are: [C:1]1([CH:7]([C:12]2[C:20]3[C:15](=[CH:16][C:17]([O:21][CH2:22][CH2:23][CH2:24][NH2:25])=[CH:18][CH:19]=3)[NH:14][CH:13]=2)[CH2:8][C:9]([OH:11])=[O:10])[CH:6]=[CH:5][CH:4]=[CH:3][CH:2]=1.[N+]([O-])([O-])=O.CC1(C([C:39]([NH2:41])=[NH2+:40])=O)C=C(C)N=N1.C(N(CC)CC)C. Given the product [C:1]1([CH:7]([C:12]2[C:20]3[C:15](=[CH:16][C:17]([O:21][CH2:22][CH2:23][CH2:24][NH:25][C:39]([NH2:41])=[NH:40])=[CH:18][CH:19]=3)[NH:14][CH:13]=2)[CH2:8][C:9]([OH:11])=[O:10])[CH:2]=[CH:3][CH:4]=[CH:5][CH:6]=1, predict the reactants needed to synthesize it. (2) Given the product [CH:11]1([CH:10]([NH:17][C:18]2[CH:23]=[CH:22][C:21]([C:24]([N:26]([CH3:34])[CH2:27][CH2:28][C:29]([O:31][CH2:32][CH3:33])=[O:30])=[O:25])=[CH:20][CH:19]=2)[C:8]2[O:9][C:5]3[CH:4]=[CH:3][C:2]([C:42]4[C:38]([CH3:37])=[N:39][O:40][C:41]=4[CH3:46])=[CH:36][C:6]=3[C:7]=2[CH3:35])[CH2:16][CH2:15][CH2:14][CH2:13][CH2:12]1, predict the reactants needed to synthesize it. The reactants are: Br[C:2]1[CH:3]=[CH:4][C:5]2[O:9][C:8]([CH:10]([NH:17][C:18]3[CH:23]=[CH:22][C:21]([C:24]([N:26]([CH3:34])[CH2:27][CH2:28][C:29]([O:31][CH2:32][CH3:33])=[O:30])=[O:25])=[CH:20][CH:19]=3)[CH:11]3[CH2:16][CH2:15][CH2:14][CH2:13][CH2:12]3)=[C:7]([CH3:35])[C:6]=2[CH:36]=1.[CH3:37][C:38]1[C:42](B(O)O)=[C:41]([CH3:46])[O:40][N:39]=1.C(=O)([O-])[O-].[Na+].[Na+].C1(P(C2CCCCC2)C2C=CC=CC=2C2C(OC)=CC=CC=2OC)CCCCC1. (3) Given the product [CH2:1]([O:3][C:4](=[O:26])[CH2:5][CH2:6][CH2:7][O:8][C:9]1[C:10]([F:25])=[CH:11][C:12]([C:28]2[CH:33]=[CH:32][CH:31]=[C:30]([S:34][CH:35]([CH3:37])[CH3:36])[N:29]=2)=[CH:13][C:14]=1[F:15])[CH3:2], predict the reactants needed to synthesize it. The reactants are: [CH2:1]([O:3][C:4](=[O:26])[CH2:5][CH2:6][CH2:7][O:8][C:9]1[C:14]([F:15])=[CH:13][C:12](B2OC(C)(C)C(C)(C)O2)=[CH:11][C:10]=1[F:25])[CH3:2].Cl[C:28]1[CH:33]=[CH:32][CH:31]=[C:30]([S:34][CH:35]([CH3:37])[CH3:36])[N:29]=1.N#N. (4) Given the product [Cl:1][C:2]1[CH:3]=[CH:4][C:5]([C:8]2[N:12]([CH2:13][C:14]3[CH:15]=[C:16]([C:20]([OH:22])=[O:21])[CH:17]=[CH:18][CH:19]=3)[C:11](=[O:24])[N:10]([CH2:25][C:26]3[NH:30][C:29]([CH2:31][C:32]4[CH:37]=[CH:36][CH:35]=[CH:34][C:33]=4[C:38]([F:39])([F:40])[F:41])=[N:28][N:27]=3)[N:9]=2)=[CH:6][CH:7]=1, predict the reactants needed to synthesize it. The reactants are: [Cl:1][C:2]1[CH:7]=[CH:6][C:5]([C:8]2[N:12]([CH2:13][C:14]3[CH:15]=[C:16]([C:20]([O:22]C)=[O:21])[CH:17]=[CH:18][CH:19]=3)[C:11](=[O:24])[N:10]([CH2:25][C:26]3[NH:30][C:29]([CH2:31][C:32]4[CH:37]=[CH:36][CH:35]=[CH:34][C:33]=4[C:38]([F:41])([F:40])[F:39])=[N:28][N:27]=3)[N:9]=2)=[CH:4][CH:3]=1.[OH-].[Na+].Cl.